From a dataset of Catalyst prediction with 721,799 reactions and 888 catalyst types from USPTO. Predict which catalyst facilitates the given reaction. (1) Reactant: Cl.[NH2:2][CH:3]([CH2:9][CH2:10][CH2:11][CH3:12])[C:4]([O:6][CH2:7][CH3:8])=[O:5].[O-]S([O-])(=O)=O.[Mg+2].CCN(CC)CC.[CH:26](=O)[C:27]1[CH:32]=[CH:31][CH:30]=[CH:29][CH:28]=1. Product: [CH:26](=[N:2][CH:3]([CH2:9][CH2:10][CH2:11][CH3:12])[C:4]([O:6][CH2:7][CH3:8])=[O:5])[C:27]1[CH:32]=[CH:31][CH:30]=[CH:29][CH:28]=1. The catalyst class is: 2. (2) Reactant: [N:1]1[CH:6]=[CH:5][CH:4]=[CH:3][C:2]=1[NH:7][CH2:8][CH2:9][CH2:10][O:11][C:12]1[CH:13]=[C:14]2[C:18](=[CH:19][CH:20]=1)[NH:17][C:16]([CH:21]1[CH2:23][CH:22]1[C:24]([O:26]CC)=[O:25])=[CH:15]2.[OH-].[Na+].Cl.[CH3:32]O. Product: [N:1]1[CH:6]=[CH:5][CH:4]=[CH:3][C:2]=1[NH:7][CH2:8][CH2:9][CH2:10][O:11][C:12]1[CH:13]=[C:14]2[C:18](=[CH:19][CH:20]=1)[NH:17][C:16]([C@@H:21]1[CH2:32][C@H:23]1[CH2:22][C:24]([OH:26])=[O:25])=[CH:15]2. The catalyst class is: 6. (3) The catalyst class is: 180. Reactant: O.[F:2][C:3]1[C:21]([N:22]2[C:27](=[O:28])[CH:26]=[C:25]([C:29]([F:32])([F:31])[F:30])[N:24]([CH3:33])[C:23]2=[O:34])=[CH:20][C:6]([O:7][C:8]2[CH:19]=[CH:18][CH:17]=[CH:16][C:9]=2[O:10][CH2:11][C:12]([O:14][CH3:15])=[O:13])=[C:5]([N+:35]([O-])=O)[CH:4]=1. Product: [NH2:35][C:5]1[CH:4]=[C:3]([F:2])[C:21]([N:22]2[C:27](=[O:28])[CH:26]=[C:25]([C:29]([F:30])([F:32])[F:31])[N:24]([CH3:33])[C:23]2=[O:34])=[CH:20][C:6]=1[O:7][C:8]1[CH:19]=[CH:18][CH:17]=[CH:16][C:9]=1[O:10][CH2:11][C:12]([O:14][CH3:15])=[O:13].